This data is from Full USPTO retrosynthesis dataset with 1.9M reactions from patents (1976-2016). The task is: Predict the reactants needed to synthesize the given product. (1) Given the product [CH2:22]([O:21][C:19]([C:18]1[S:17][C:16]([N:24]2[CH2:25][CH2:26][N:27]([C:30]([O:32][C:33]([CH3:36])([CH3:35])[CH3:34])=[O:31])[CH2:28][CH2:29]2)=[N:15][C:14]=1[C:11]1[CH:12]=[CH:13][C:8]([O:1][C:2]2[CH:7]=[CH:6][CH:5]=[CH:4][CH:3]=2)=[CH:9][CH:10]=1)=[O:20])[CH3:23], predict the reactants needed to synthesize it. The reactants are: [O:1]([C:8]1[CH:13]=[CH:12][C:11]([C:14]2[N:15]=[C:16]([N:24]3[CH2:29][CH2:28][NH:27][CH2:26][CH2:25]3)[S:17][C:18]=2[C:19]([O:21][CH2:22][CH3:23])=[O:20])=[CH:10][CH:9]=1)[C:2]1[CH:7]=[CH:6][CH:5]=[CH:4][CH:3]=1.[C:30](O[C:30]([O:32][C:33]([CH3:36])([CH3:35])[CH3:34])=[O:31])([O:32][C:33]([CH3:36])([CH3:35])[CH3:34])=[O:31]. (2) Given the product [F:11][C:4]1[CH:3]=[C:2]([B:17]2[O:22][CH2:21][C:20]([CH3:24])([CH3:23])[CH2:19][O:18]2)[CH:7]=[C:6]([N+:8]([O-:10])=[O:9])[CH:5]=1, predict the reactants needed to synthesize it. The reactants are: Br[C:2]1[CH:7]=[C:6]([N+:8]([O-:10])=[O:9])[CH:5]=[C:4]([F:11])[CH:3]=1.C([O-])(=O)C.[K+].[B:17]1([B:17]2[O:22][CH2:21][C:20]([CH3:24])([CH3:23])[CH2:19][O:18]2)[O:22][CH2:21][C:20]([CH3:24])([CH3:23])[CH2:19][O:18]1. (3) Given the product [Cl:13][C:9]1[CH:10]=[CH:11][CH:12]=[C:7]([Sn:17]([CH3:19])([CH3:18])[CH3:16])[N:8]=1, predict the reactants needed to synthesize it. The reactants are: FC(F)(F)S(O[C:7]1[CH:12]=[CH:11][CH:10]=[C:9]([Cl:13])[N:8]=1)(=O)=O.[CH3:16][Sn:17](Cl)([CH3:19])[CH3:18]. (4) Given the product [CH3:10][O:9][CH:8]([O:11][CH3:12])[C:6]1[CH:5]=[CH:4][C:3]([F:13])=[C:2]([CH:7]=1)[CH:19]=[O:20], predict the reactants needed to synthesize it. The reactants are: Br[C:2]1[CH:7]=[C:6]([CH:8]([O:11][CH3:12])[O:9][CH3:10])[CH:5]=[CH:4][C:3]=1[F:13].C([Li])CCC.[CH:19](N1CCOCC1)=[O:20].[Cl-].[NH4+]. (5) Given the product [O:12]=[C:7]1[CH2:8][O:9][CH2:10][CH2:11][N:6]1[CH2:5][C:4]([NH:15][NH2:16])=[O:3], predict the reactants needed to synthesize it. The reactants are: C([O:3][C:4](=O)[CH2:5][N:6]1[CH2:11][CH2:10][O:9][CH2:8][C:7]1=[O:12])C.O.[NH2:15][NH2:16]. (6) Given the product [Br:11][CH:5]([CH:6]([CH3:8])[CH3:7])[C:4](=[O:9])[C:2]([CH3:10])([CH3:3])[CH3:1], predict the reactants needed to synthesize it. The reactants are: [CH3:1][C:2]([CH3:10])([C:4](=[O:9])[CH2:5][CH:6]([CH3:8])[CH3:7])[CH3:3].[Br:11]Br.O.